This data is from Reaction yield outcomes from USPTO patents with 853,638 reactions. The task is: Predict the reaction yield, written as a fraction of the theoretical maximum amount of product (1.0 means a 100% yield; for example, 0.34 means a 34% yield). (1) The reactants are C[O:2][C:3](=[O:35])[C:4]1[CH2:5][C:6]([NH:14][C:15](=[O:34])[CH2:16][O:17][C:18]2[CH:23]=[CH:22][C:21]([C:24]34[CH2:33][CH:28]5[CH2:29][CH:30]([CH2:32][CH:26]([CH2:27]5)[CH2:25]3)[CH2:31]4)=[CH:20][CH:19]=2)([CH:11]=[CH:12][CH:13]=1)[C:7]([O:9]C)=[O:8].Cl. The catalyst is O1CCOCC1.O. The product is [C:24]12([C:21]3[CH:22]=[CH:23][C:18]([O:17][CH2:16][C:15]([NH:14][C:6]4([C:7]([OH:9])=[O:8])[CH:11]=[CH:12][CH:13]=[C:4]([C:3]([OH:35])=[O:2])[CH2:5]4)=[O:34])=[CH:19][CH:20]=3)[CH2:33][CH:28]3[CH2:27][CH:26]([CH2:32][CH:30]([CH2:29]3)[CH2:31]1)[CH2:25]2. The yield is 1.00. (2) The reactants are I[CH3:2].[CH3:3][NH:4][C:5]([N:7]1[CH2:12][CH2:11][CH2:10][CH2:9][CH:8]1[C:13]1[CH:17]=[C:16]([C:18]2[CH:23]=[CH:22][CH:21]=[C:20]([Cl:24])[CH:19]=2)[O:15][N:14]=1)=[S:6]. The catalyst is CO.C(=O)(O)[O-].[Na+]. The product is [CH3:2][S:6][C:5]([N:7]1[CH2:12][CH2:11][CH2:10][CH2:9][CH:8]1[C:13]1[CH:17]=[C:16]([C:18]2[CH:23]=[CH:22][CH:21]=[C:20]([Cl:24])[CH:19]=2)[O:15][N:14]=1)=[N:4][CH3:3]. The yield is 1.00. (3) The reactants are [Cl:1][C:2]1[N:3]=[C:4]([N:13]2[CH2:18][CH2:17][O:16][CH2:15][CH2:14]2)[C:5]2[N:10]=[C:9]([CH:11]=O)[S:8][C:6]=2[N:7]=1.[NH:19]1[CH2:22][CH:21]([N:23]2[CH2:28][CH2:27][S:26](=[O:30])(=[O:29])[CH2:25][CH2:24]2)[CH2:20]1.C(O[BH-](OC(=O)C)OC(=O)C)(=O)C.[Na+]. The catalyst is ClCCCl. The product is [Cl:1][C:2]1[N:3]=[C:4]([N:13]2[CH2:18][CH2:17][O:16][CH2:15][CH2:14]2)[C:5]2[N:10]=[C:9]([CH2:11][N:19]3[CH2:22][CH:21]([N:23]4[CH2:28][CH2:27][S:26](=[O:30])(=[O:29])[CH2:25][CH2:24]4)[CH2:20]3)[S:8][C:6]=2[N:7]=1. The yield is 0.890. (4) The reactants are [CH2:1]([O:3][C:4](=[O:16])[C:5]1[CH:10]=[C:9]([F:11])[C:8]([S:12][CH2:13][CH3:14])=[N:7][C:6]=1Cl)[CH3:2].[CH3:17][O:18][C:19]1[CH:26]=[CH:25][C:22]([CH2:23][NH2:24])=[CH:21][CH:20]=1. The catalyst is C(O)C. The product is [CH2:1]([O:3][C:4](=[O:16])[C:5]1[CH:10]=[C:9]([F:11])[C:8]([S:12][CH2:13][CH3:14])=[N:7][C:6]=1[NH:24][CH2:23][C:22]1[CH:25]=[CH:26][C:19]([O:18][CH3:17])=[CH:20][CH:21]=1)[CH3:2]. The yield is 0.640. (5) The reactants are [NH2:1][C:2](=[O:25])[C:3]([NH:5][C:6]1[CH:11]=[C:10]([C:12]2[S:13][CH:14]=[CH:15][CH:16]=2)[CH:9]=[CH:8][C:7]=1[NH:17]C(=O)OC(C)(C)C)=[O:4].C(O)(C(F)(F)F)=O. The catalyst is C(Cl)Cl. The product is [NH2:17][C:7]1[CH:8]=[CH:9][C:10]([C:12]2[S:13][CH:14]=[CH:15][CH:16]=2)=[CH:11][C:6]=1[NH:5][C:3](=[O:4])[C:2]([NH2:1])=[O:25]. The yield is 0.550.